This data is from Full USPTO retrosynthesis dataset with 1.9M reactions from patents (1976-2016). The task is: Predict the reactants needed to synthesize the given product. (1) Given the product [CH3:1][O:2][C:3]1[CH:4]=[C:5]2[C:10](=[CH:11][C:12]=1[O:13][CH3:14])[C:9]([CH3:15])=[N:8][C:7]([OH:16])=[C:6]2[CH2:21][C:22]1[C:23]([NH:34][CH3:35])=[N:24][C:25]2[C:30]([CH:31]=1)=[CH:29][C:28]([O:32][CH3:33])=[CH:27][CH:26]=2, predict the reactants needed to synthesize it. The reactants are: [CH3:1][O:2][C:3]1[CH:4]=[C:5]2[C:10](=[CH:11][C:12]=1[O:13][CH3:14])[C:9]([CH3:15])=[N:8][C:7]([OH:16])=[CH:6]2.[OH-].[K+].Cl.Cl[CH2:21][C:22]1[C:23]([NH:34][CH3:35])=[N:24][C:25]2[C:30]([CH:31]=1)=[CH:29][C:28]([O:32][CH3:33])=[CH:27][CH:26]=2. (2) Given the product [C:5]([O:4][CH2:2]/[CH:1]=[C:11](/[CH2:13][CH2:14]/[CH:15]=[C:16](\[CH2:18][CH2:19][CH:20]=[C:21]([CH3:22])[CH3:23])/[CH3:17])\[CH3:10])(=[O:6])[CH3:7], predict the reactants needed to synthesize it. The reactants are: [CH3:1][C:2]([O:4][C:5]([CH3:7])=[O:6])=O.OC/[CH:10]=[C:11](/[CH2:13][CH2:14]/[CH:15]=[C:16](\[CH2:18][CH2:19][CH:20]=[C:21]([CH3:23])[CH3:22])/[CH3:17])\C.CCN(CC)CC. (3) Given the product [I:40][C:2]1[C:7]([C:8]([O:10][CH2:11][CH3:12])=[O:9])=[C:6]([CH3:13])[N:5]=[C:4]2[N:14]([CH3:17])[CH:15]=[CH:16][C:3]=12, predict the reactants needed to synthesize it. The reactants are: O[C:2]1[C:7]([C:8]([O:10][CH2:11][CH3:12])=[O:9])=[C:6]([CH3:13])[N:5]=[C:4]2[N:14]([CH3:17])[CH:15]=[CH:16][C:3]=12.N1C=CC=CC=1.O(S(C(F)(F)F)(=O)=O)S(C(F)(F)F)(=O)=O.[Na+].[I-:40].Cl.[O-]S([O-])(=S)=O.[Na+].[Na+]. (4) Given the product [C:3]1([S:9]([CH2:17][CH:16]=[C:15]([CH3:19])[CH2:14][Br:13])(=[O:11])=[O:10])[CH:8]=[CH:7][CH:6]=[CH:5][CH:4]=1, predict the reactants needed to synthesize it. The reactants are: O.O.[C:3]1([S:9]([O-:11])=[O:10])[CH:8]=[CH:7][CH:6]=[CH:5][CH:4]=1.[Na+].[Br:13][CH2:14][C:15]([CH3:19])=[CH:16][CH2:17]Br. (5) Given the product [C:1]([O:25][CH:26]1[CH2:27][C:28]([CH3:36])([CH3:35])[N:29]([O:34][CH2:1][CH2:2][CH2:3][CH2:4][CH2:5][CH2:6][CH2:7][CH3:8])[C:30]([CH3:33])([CH3:32])[CH2:31]1)(=[O:24])[CH2:2][CH2:3][CH2:4][CH2:5][CH2:6][CH2:7][CH2:8][CH2:9][C:10]([O:12][CH:13]1[CH2:14][C:15]([CH3:22])([CH3:23])[N:16]([O:21][CH2:37][CH2:38][CH2:39][CH2:40][CH2:41][CH2:42][CH2:43][CH3:44])[C:17]([CH3:19])([CH3:20])[CH2:18]1)=[O:11], predict the reactants needed to synthesize it. The reactants are: [C:1]([O:25][CH:26]1[CH2:31][C:30]([CH3:33])([CH3:32])[N:29]([OH:34])[C:28]([CH3:36])([CH3:35])[CH2:27]1)(=[O:24])[CH2:2][CH2:3][CH2:4][CH2:5][CH2:6][CH2:7][CH2:8][CH2:9][C:10]([O:12][CH:13]1[CH2:18][C:17]([CH3:20])([CH3:19])[N:16]([OH:21])[C:15]([CH3:23])([CH3:22])[CH2:14]1)=[O:11].[CH3:37][CH2:38][CH2:39][CH2:40][CH2:41][CH2:42][CH2:43][CH3:44].OO.S([O-])([O-])=O.[Na+].[Na+].